Dataset: Forward reaction prediction with 1.9M reactions from USPTO patents (1976-2016). Task: Predict the product of the given reaction. Given the reactants [C:1]([O:5][C:6]([N:8]1[CH2:13][CH2:12][CH2:11][CH:10](C(O)=O)[CH2:9]1)=[O:7])([CH3:4])([CH3:3])[CH3:2].CC[N:19](CC)CC.[CH2:24]([O:28][C:29](Cl)=[O:30])[CH:25]([CH3:27])[CH3:26].[N-]=[N+]=[N-].[Na+].[CH2:36]1[CH2:40]OC[CH2:37]1, predict the reaction product. The product is: [C:1]([O:5][C:6]([N:8]1[CH2:13][CH2:12][CH2:11][C@@H:10]([NH:19][C:29]([O:28][CH2:24][C:25]2[CH:27]=[CH:40][CH:36]=[CH:37][CH:26]=2)=[O:30])[CH2:9]1)=[O:7])([CH3:2])([CH3:3])[CH3:4].